From a dataset of NCI-60 drug combinations with 297,098 pairs across 59 cell lines. Regression. Given two drug SMILES strings and cell line genomic features, predict the synergy score measuring deviation from expected non-interaction effect. (1) Drug 1: C1=NC2=C(N1)C(=S)N=C(N2)N. Drug 2: CN(CCCl)CCCl.Cl. Cell line: A549. Synergy scores: CSS=35.3, Synergy_ZIP=-5.74, Synergy_Bliss=-3.03, Synergy_Loewe=-13.5, Synergy_HSA=-2.67. (2) Synergy scores: CSS=8.65, Synergy_ZIP=-5.79, Synergy_Bliss=-4.14, Synergy_Loewe=-3.67, Synergy_HSA=-3.67. Drug 1: CC1C(C(CC(O1)OC2CC(CC3=C2C(=C4C(=C3O)C(=O)C5=C(C4=O)C(=CC=C5)OC)O)(C(=O)C)O)N)O.Cl. Cell line: SK-MEL-2. Drug 2: B(C(CC(C)C)NC(=O)C(CC1=CC=CC=C1)NC(=O)C2=NC=CN=C2)(O)O. (3) Drug 1: CC12CCC3C(C1CCC2NC(=O)OCC(F)(F)F)CCC4C3(C=CC(=O)N4C)C. Drug 2: CC1=C2C(C(=O)C3(C(CC4C(C3C(C(C2(C)C)(CC1OC(=O)C(C(C5=CC=CC=C5)NC(=O)C6=CC=CC=C6)O)O)OC(=O)C7=CC=CC=C7)(CO4)OC(=O)C)O)C)OC(=O)C. Cell line: HT29. Synergy scores: CSS=63.9, Synergy_ZIP=4.42, Synergy_Bliss=4.01, Synergy_Loewe=-9.43, Synergy_HSA=4.58.